Task: Predict the reaction yield, written as a fraction of the theoretical maximum amount of product (1.0 means a 100% yield; for example, 0.34 means a 34% yield).. Dataset: Reaction yield outcomes from USPTO patents with 853,638 reactions (1) The reactants are [CH3:1][C@H:2]1[C@@H:7]([N:8]([C:10]2[N:18]=[CH:17][N:16]=[C:15]3[C:11]=2[CH:12]=[CH:13][NH:14]3)[CH3:9])[CH2:6][N:5]([C:19]([CH2:21][C:22]#[N:23])=[O:20])[CH2:4][CH2:3]1.Cl.[C:25]([OH:37])(=[O:36])[CH2:26][C:27]([CH2:32][C:33]([OH:35])=[O:34])([C:29]([OH:31])=[O:30])[OH:28].C(NC(C)C)(C)C. The catalyst is O. The product is [CH3:1][C@H:2]1[C@@H:7]([N:8]([C:10]2[N:18]=[CH:17][N:16]=[C:15]3[C:11]=2[CH:12]=[CH:13][NH:14]3)[CH3:9])[CH2:6][N:5]([C:19]([CH2:21][C:22]#[N:23])=[O:20])[CH2:4][CH2:3]1.[CH2:32]([C:27]([OH:28])([C:29]([OH:31])=[O:30])[CH2:26][C:25]([OH:37])=[O:36])[C:33]([OH:35])=[O:34]. The yield is 0.920. (2) The reactants are [CH2:1]([C@@H:8]1[NH:13][CH2:12][CH2:11][N:10]([C:14]2[CH:23]=[CH:22][C:21]([O:24][CH3:25])=[C:20]3[C:15]=2[CH:16]=[CH:17][C:18]([C:26]([F:29])([F:28])[F:27])=[N:19]3)[CH2:9]1)[C:2]1[CH:7]=[CH:6][CH:5]=[CH:4][CH:3]=1. The catalyst is ClCC(=O)C. The product is [CH2:1]([C@H:8]1[CH2:9][N:10]([C:14]2[CH:23]=[CH:22][C:21]([O:24][CH3:25])=[C:20]3[C:15]=2[CH:16]=[CH:17][C:18]([C:26]([F:29])([F:27])[F:28])=[N:19]3)[CH2:11][CH2:12][N:13]1[CH2:20][C:21](=[O:24])[CH3:22])[C:2]1[CH:7]=[CH:6][CH:5]=[CH:4][CH:3]=1. The yield is 0.980.